Predict the reactants needed to synthesize the given product. From a dataset of Full USPTO retrosynthesis dataset with 1.9M reactions from patents (1976-2016). (1) Given the product [CH:1]1([N:4]([CH:5]2[CH2:10][CH2:9][N:8]([C:11]3[CH:16]=[N:15][C:14]([CH3:17])=[CH:13][N:12]=3)[CH2:7][CH2:6]2)[C:22](=[O:23])[C:21]2[CH:25]=[CH:26][C:27]([C:28]3[O:32][CH:31]=[N:30][CH:29]=3)=[C:19]([F:18])[CH:20]=2)[CH2:2][CH2:3]1, predict the reactants needed to synthesize it. The reactants are: [CH:1]1([NH:4][CH:5]2[CH2:10][CH2:9][N:8]([C:11]3[CH:16]=[N:15][C:14]([CH3:17])=[CH:13][N:12]=3)[CH2:7][CH2:6]2)[CH2:3][CH2:2]1.[F:18][C:19]1[CH:20]=[C:21]([CH:25]=[CH:26][C:27]=1[C:28]1[O:32][CH:31]=[N:30][CH:29]=1)[C:22](O)=[O:23]. (2) Given the product [NH2:1][C:2]1[N:7]=[C:6]([CH3:28])[C:5]([C:12]2[CH:13]=[CH:14][C:15](=[O:21])[N:16]([CH:18]([CH3:20])[CH3:19])[N:17]=2)=[C:4]([C:22]2[CH:27]=[CH:26][CH:25]=[CH:24][CH:23]=2)[N:3]=1, predict the reactants needed to synthesize it. The reactants are: [NH2:1][C:2]1[N:7]=[C:6](S(C)(=O)=O)[C:5]([C:12]2[CH:13]=[CH:14][C:15](=[O:21])[N:16]([CH:18]([CH3:20])[CH3:19])[N:17]=2)=[C:4]([C:22]2[CH:27]=[CH:26][CH:25]=[CH:24][CH:23]=2)[N:3]=1.[CH3:28][Mg]Br. (3) Given the product [Br:1][C:2]1[CH:7]=[C:6]([C:8]([F:9])([F:11])[F:10])[C:5]([NH:12][C:28]([C:24]2[N:25]([CH3:27])[N:26]=[C:22]([C:18]([CH3:20])([CH3:19])[CH3:21])[C:23]=2[C:31]#[N:32])=[O:29])=[C:4]([N+:13]([O-:15])=[O:14])[CH:3]=1, predict the reactants needed to synthesize it. The reactants are: [Br:1][C:2]1[CH:7]=[C:6]([C:8]([F:11])([F:10])[F:9])[C:5]([NH2:12])=[C:4]([N+:13]([O-:15])=[O:14])[CH:3]=1.[H-].[Na+].[C:18]([C:22]1[C:23]([C:31]#[N:32])=[C:24]([C:28](O)=[O:29])[N:25]([CH3:27])[N:26]=1)([CH3:21])([CH3:20])[CH3:19].C(Cl)(=O)C(Cl)=O. (4) The reactants are: [C:1]([O:5][C:6](=[O:18])[CH2:7][C:8]1[CH:13]=[CH:12][C:11]([C:14](=O)[CH2:15][CH3:16])=[CH:10][CH:9]=1)([CH3:4])([CH3:3])[CH3:2].C([O-])(=O)C.[Na+].[ClH:24].[NH2:25]O.O. Given the product [ClH:24].[C:1]([O:5][C:6](=[O:18])[CH2:7][C:8]1[CH:13]=[CH:12][C:11]([CH:14]([NH2:25])[CH2:15][CH3:16])=[CH:10][CH:9]=1)([CH3:4])([CH3:3])[CH3:2], predict the reactants needed to synthesize it. (5) Given the product [F:1][C:2]1[CH:7]=[CH:6][C:5]([NH:8][C:9]([C:11]2[C:20]3[C:15](=[CH:16][C:17]([CH2:21][C:22]4[CH:27]=[C:26]([N:33]=[N+:34]=[N-:35])[N:25]=[CH:24][N:23]=4)=[CH:18][CH:19]=3)[CH:14]=[CH:13][CH:12]=2)=[O:10])=[CH:4][C:3]=1[C:29]([F:32])([F:31])[F:30], predict the reactants needed to synthesize it. The reactants are: [F:1][C:2]1[CH:7]=[CH:6][C:5]([NH:8][C:9]([C:11]2[C:20]3[C:15](=[CH:16][C:17]([CH2:21][C:22]4[CH:27]=[C:26](Cl)[N:25]=[CH:24][N:23]=4)=[CH:18][CH:19]=3)[CH:14]=[CH:13][CH:12]=2)=[O:10])=[CH:4][C:3]=1[C:29]([F:32])([F:31])[F:30].[N-:33]=[N+:34]=[N-:35].[Na+]. (6) Given the product [C:7]1([CH2:13][CH2:14][O:15][C:1](=[O:5])[C:2]([O:18][CH2:19][CH2:20][C:7]2[CH:12]=[CH:11][CH:10]=[CH:9][CH:8]=2)=[O:3])[CH:12]=[CH:11][CH:10]=[CH:9][CH:8]=1, predict the reactants needed to synthesize it. The reactants are: [C:1](Cl)(=[O:5])[C:2](Cl)=[O:3].[C:7]1([CH2:13][CH2:14][OH:15])[CH:12]=[CH:11][CH:10]=[CH:9][CH:8]=1.CC[O:18][CH2:19][CH3:20]. (7) Given the product [Cl:8][CH2:9][CH2:10][CH2:11][CH:12]([CH:24]1[CH2:25][CH2:26]1)[C:13]([NH:15][NH2:16])=[O:14], predict the reactants needed to synthesize it. The reactants are: FC(F)(F)C(O)=O.[Cl:8][CH2:9][CH2:10][CH2:11][CH:12]([CH:24]1[CH2:26][CH2:25]1)[C:13]([NH:15][NH:16]C(OC(C)(C)C)=O)=[O:14].C(=O)(O)[O-].[Na+].C(OCC)(=O)C.